Predict the reactants needed to synthesize the given product. From a dataset of Full USPTO retrosynthesis dataset with 1.9M reactions from patents (1976-2016). (1) Given the product [NH2:1][C:2]1[CH:3]=[CH:4][C:5]([NH:12][C:13]2[N:18]=[C:17]([CH3:19])[CH:16]=[C:15]([C:20]3[CH:29]=[CH:28][C:27]4[C:22](=[CH:23][CH:24]=[CH:25][CH:26]=4)[CH:21]=3)[N:14]=2)=[C:6]([CH:11]=1)[C:7]([OH:9])=[O:8], predict the reactants needed to synthesize it. The reactants are: [NH2:1][C:2]1[CH:3]=[CH:4][C:5]([NH:12][C:13]2[N:18]=[C:17]([CH3:19])[CH:16]=[C:15]([C:20]3[CH:29]=[CH:28][C:27]4[C:22](=[CH:23][CH:24]=[CH:25][CH:26]=4)[CH:21]=3)[N:14]=2)=[C:6]([CH:11]=1)[C:7]([O:9]C)=[O:8].[OH-].[Li+]. (2) Given the product [CH3:1][O:2][C:3](=[O:27])[CH2:4][C@@H:5]([CH2:23][CH2:24][CH2:25][CH3:26])[C:6]([N:8]1[CH2:12][CH2:11][CH2:10][C@H:9]1[C:13]([OH:15])=[O:14])=[O:7], predict the reactants needed to synthesize it. The reactants are: [CH3:1][O:2][C:3](=[O:27])[CH2:4][C@@H:5]([CH2:23][CH2:24][CH2:25][CH3:26])[C:6]([N:8]1[CH2:12][CH2:11][CH2:10][C@H:9]1[C:13]([O:15]CC1C=CC=CC=1)=[O:14])=[O:7].